From a dataset of Reaction yield outcomes from USPTO patents with 853,638 reactions. Predict the reaction yield, written as a fraction of the theoretical maximum amount of product (1.0 means a 100% yield; for example, 0.34 means a 34% yield). (1) The reactants are [Br-].[C:2]1([CH2:8][P+](C2C=CC=CC=2)(C2C=CC=CC=2)C2C=CC=CC=2)[CH:7]=[CH:6][CH:5]=[CH:4][CH:3]=1.C1(P(C2C=CC=CC=2)C2C=CC=CC=2)C=CC=CC=1.[CH2:47]([Br:54])[C:48]1C=CC=[CH:50][CH:49]=1. The catalyst is C1(C)C=CC=CC=1. The product is [Br:54][CH2:47][CH2:48][CH2:49][CH2:50][CH2:8][C:2]1[CH:3]=[CH:4][CH:5]=[CH:6][CH:7]=1. The yield is 0.940. (2) The reactants are C([O:3][C:4](=[O:24])[CH2:5][CH2:6][C:7]1[CH:12]=[CH:11][C:10]([S:13][CH2:14][CH2:15][C@H:16]([O:18]S(C)(=O)=O)[CH3:17])=[CH:9][C:8]=1[CH3:23])C.[F:25][C:26]1[CH:43]=[C:42]([F:44])[CH:41]=[CH:40][C:27]=1[O:28][C:29]1[CH:34]=[C:33]([C:35]([F:38])([F:37])[F:36])[CH:32]=[CH:31][C:30]=1O. The yield is 0.300. The product is [F:25][C:26]1[CH:43]=[C:42]([F:44])[CH:41]=[CH:40][C:27]=1[O:28][C:29]1[CH:34]=[C:33]([C:35]([F:38])([F:37])[F:36])[CH:32]=[CH:31][C:30]=1[O:18][C@@H:16]([CH3:17])[CH2:15][CH2:14][S:13][C:10]1[CH:11]=[CH:12][C:7]([CH2:6][CH2:5][C:4]([OH:3])=[O:24])=[C:8]([CH3:23])[CH:9]=1. No catalyst specified. (3) The reactants are [Br:1][C:2]1[N:3]=[C:4]([C@@H:12]2[CH2:20][CH2:19][C@@H:18]3[N:14]([C:15](=[O:21])[CH2:16][CH2:17]3)[CH2:13]2)[N:5]2[CH:10]=[CH:9][N:8]=[C:7](Cl)[C:6]=12.[NH3:22]. The catalyst is CC(O)C. The product is [NH2:22][C:7]1[C:6]2[N:5]([C:4]([C@@H:12]3[CH2:20][CH2:19][C@@H:18]4[N:14]([C:15](=[O:21])[CH2:16][CH2:17]4)[CH2:13]3)=[N:3][C:2]=2[Br:1])[CH:10]=[CH:9][N:8]=1. The yield is 0.980.